This data is from Drug-target binding data from BindingDB using IC50 measurements. The task is: Regression. Given a target protein amino acid sequence and a drug SMILES string, predict the binding affinity score between them. We predict pIC50 (pIC50 = -log10(IC50 in M); higher means more potent). Dataset: bindingdb_ic50. (1) The compound is COc1ccc(C2N(C(C)=O)N=C3N2N=C(Cc2ccccc2)C(=O)N3N(C(C)=O)C(C)=O)cc1. The target protein (P00185) has sequence MPSVYGFPAFTSATELLLAVTTFCLGFWVVRVTRTWVPKGLKSPPGPWGLPFIGHVLTLGKNPHLSLTKLSQQYGDVLQIRIGSTPVVVLSGLNTIKQALVKQGDDFKGRPDLYSFTLIANGQSMTFNPDSGPLWAARRRLAQNALKSFSIASDPTLASSCYLEEHVSKEAEYLISKFQKLMAEVGHFDPFKYLVVSVANVICAICFGRRYDHDDQELLSIVNLSNEFGEVTGSGYPADFIPILRYLPNSSLDAFKDLNKKFYSFMKKLIKEHYRTFEKGHIRDITDSLIEHCQDRRLDENANVQLSDDKVITIVFDLFGAGFDTITTAISWSLMYLVTNPRIQRKIQEELDTVIGRDRQPRLSDRPQLPYLEAFILETFRHSSFVPFTIPHSTIRDTSLNGFYIPKGHCVFVNQWQVNHDQELWGDPNEFRPERFLTSSGTLDKHLSEKVILFGLGKRKCIGETIGRLEVFLFLAILLQQMEFNVSPGEKVDMTPAYGL.... The pIC50 is 8.0. (2) The drug is CCc1c(C(=O)C(N)=O)c2c(OCC(C)=O)cccn2c1Cc1ccccc1-c1ccccc1. The target protein (P97391) has sequence MKGLLTLAWFLACSVPAVPGGLLELKSMIEKVTGKNAFKNYGFYGCYCGWGGRGTPKDGTDWCCQMHDRCYGQLEEKDCAIRTQSYDYRYTNGLVICEHDSFCPMRLCACDRKLVYCLRRNLWTYNPLYQYYPNFLC. The pIC50 is 5.8. (3) The small molecule is CNC(=O)c1c(-c2ccc(F)cc2)oc2cc(N(C)S(C)(=O)=O)c(-c3ccc4c(n3)C(=O)N(CCc3ccccc3)CO4)cc12. The target protein sequence is APITAYSQQTRGLLGCIITSLTGRDKNQVEGEVQVVSTATQSFLATCVNGVCWTVYHGAGSKTLAAPKGPITQMYTNVDQDLVGWPKPPGARSLTPCTCGSSDLYLVTRHADVIPVRRRGDSRGSLLSPRPVSYLKGSSGGPLLCPFGHAVGIFRAAVCTRGVAKAVDFVPVESMETTMRSPVFTDNSSPPAVPQSFQVAHLHAPTGSGKSTKVPAAYAAQGYKVLVLNPSVAATLGFGAYMSKAHGIDPNIRTGVRTITTGAPVTYSTYGKFLADGGCSGGAYDIIICDECHSTDSTTILGIGTVLDQAETAGARLVVLATATPPGSVTVPHPNIEEVALSNTGEIPFYGKAIPIEAIRGGRHLIFCHSKKKCDELAAKLSGLGINAVAYYRGLDVSVIPTIGDVVVVATDALMTGYTGDFDSVIDCNTCVTQTVDFSLDPTFTIETTTVPQDAVSRSQRRGRTGRGRRGIYRFVTPGERPSGMFDSSVLCECYDAGCA.... The pIC50 is 7.8. (4) The drug is CCC(Nc1c(Nc2cccc(C(=O)N(C)C)c2O)c(=O)c1=O)c1ccc(C)o1. The target protein (P35343) has sequence MGEFKVDKFNIEDFFSGDLDIFNYSSGMPSILPDAVPCHSENLEINSYAVVVIYVLVTLLSLVGNSLVMLVILYNRSTCSVTDVYLLNLAIADLFFALTLPVWAASKVNGWTFGSTLCKIFSYVKEVTFYSSVLLLACISMDRYLAIVHATSTLIQKRHLVKFVCIAMWLLSVILALPILILRNPVKVNLSTLVCYEDVGNNTSRLRVVLRILPQTFGFLVPLLIMLFCYGFTLRTLFKAHMGQKHRAMRVIFAVVLVFLLCWLPYNLVLFTDTLMRTKLIKETCERRDDIDKALNATEILGFLHSCLNPIIYAFIGQKFRHGLLKIMATYGLVSKEFLAKEGRPSFVSSSSANTSTTL. The pIC50 is 8.1.